Task: Predict the reactants needed to synthesize the given product.. Dataset: Full USPTO retrosynthesis dataset with 1.9M reactions from patents (1976-2016) (1) Given the product [Cl:23][C:16]1[CH:15]=[C:14]([CH3:19])[N:13]=[C:12]([NH:11][C:10](=[NH:20])[NH:9][C:4]2[CH:5]=[CH:6][C:7]([Cl:8])=[C:2]([Cl:1])[CH:3]=2)[N:17]=1, predict the reactants needed to synthesize it. The reactants are: [Cl:1][C:2]1[CH:3]=[C:4]([NH:9][C:10](=[NH:20])[NH:11][C:12]2[N:17]=[C:16](O)[CH:15]=[C:14]([CH3:19])[N:13]=2)[CH:5]=[CH:6][C:7]=1[Cl:8].O=P(Cl)(Cl)[Cl:23]. (2) Given the product [C:11]([C:12]1[CH:13]=[C:14]([CH:19]=[CH:20][N:21]=1)[C:15]([O:17][CH3:18])=[O:16])(=[O:23])[CH3:10], predict the reactants needed to synthesize it. The reactants are: S(=O)(=O)(O)O.C[Si]([C:10]#[C:11][C:12]1[CH:13]=[C:14]([CH:19]=[CH:20][N:21]=1)[C:15]([O:17][CH3:18])=[O:16])(C)C.C(=O)(O)[O-:23].[Na+]. (3) The reactants are: [CH3:1][C:2]([C@H:4]1[C@@H:8]2[C@@H:9]3[C@@:22]([CH3:25])([CH2:23][CH2:24][C@@:7]2([CH2:31][OH:32])[CH2:6][CH2:5]1)[C@@:21]1([CH3:26])[C@@H:12]([C@:13]2([CH3:30])[C@@H:18]([CH2:19][CH2:20]1)[C:17]([CH3:28])([CH3:27])[C@@H:16]([OH:29])[CH2:15][CH2:14]2)[CH2:11][CH2:10]3)=[CH2:3].C(O)(C(F)(F)F)=O. Given the product [CH3:25][C@:22]12[C@:21]3([CH3:26])[CH2:20][CH2:19][C@H:18]4[C:17]([CH3:27])([CH3:28])[C@@H:16]([OH:29])[CH2:15][CH2:14][C@:13]4([CH3:30])[C@H:12]3[CH2:11][CH2:10][C@@H:9]1[C@@H:8]1[C@@:7]3([CH2:31][O:32][C@H:4]1[C:2]([CH3:1])([CH3:3])[CH2:5][CH2:6]3)[CH2:24][CH2:23]2, predict the reactants needed to synthesize it. (4) Given the product [Cl:1][C:2]1[C:7]([N+:15]([O-:17])=[O:16])=[CH:6][C:5]([O:8][S:9]([CH:12]=[CH2:13])(=[O:11])=[O:10])=[C:4]([CH3:14])[CH:3]=1, predict the reactants needed to synthesize it. The reactants are: [Cl:1][C:2]1[CH:7]=[CH:6][C:5]([O:8][S:9]([CH:12]=[CH2:13])(=[O:11])=[O:10])=[C:4]([CH3:14])[CH:3]=1.[N+:15]([O-])([OH:17])=[O:16]. (5) Given the product [ClH:38].[NH2:12][C@@H:13]1[CH2:21][C:20]2[C:15](=[CH:16][CH:17]=[C:18]([CH2:22][N:23]3[C:27]([C:28]([F:29])([F:30])[F:31])=[C:26]([C:32]([O:34][CH2:35][CH3:36])=[O:33])[CH:25]=[N:24]3)[CH:19]=2)[CH2:14]1, predict the reactants needed to synthesize it. The reactants are: O.C(OC([NH:12][C@@H:13]1[CH2:21][C:20]2[C:15](=[CH:16][CH:17]=[C:18]([CH2:22][N:23]3[C:27]([C:28]([F:31])([F:30])[F:29])=[C:26]([C:32]([O:34][CH2:35][CH3:36])=[O:33])[CH:25]=[N:24]3)[CH:19]=2)[CH2:14]1)=O)C1C=CC=CC=1.C(Cl)[Cl:38].Cl. (6) Given the product [Cl:3][C:4]1[CH:5]=[CH:6][C:7]([CH3:17])=[C:8]([C:10]2[C:11]([C:15]#[N:16])=[CH:12][N:13]([C:19]3[C:24]4=[CH:25][CH:26]=[CH:27][N:23]4[N:22]=[CH:21][N:20]=3)[CH:14]=2)[CH:9]=1, predict the reactants needed to synthesize it. The reactants are: [H-].[Na+].[Cl:3][C:4]1[CH:5]=[CH:6][C:7]([CH3:17])=[C:8]([C:10]2[C:11]([C:15]#[N:16])=[CH:12][NH:13][CH:14]=2)[CH:9]=1.Cl[C:19]1[C:24]2=[CH:25][CH:26]=[CH:27][N:23]2[N:22]=[CH:21][N:20]=1.[NH4+].[Cl-]. (7) Given the product [F:15][C:2]([F:1])([F:14])[C:3]1[CH:4]=[CH:5][C:6]([NH:13][C:24]([NH:23][CH2:22][C:21]2[CH:20]=[CH:19][C:18]([C:17]([F:16])([F:29])[F:28])=[CH:27][CH:26]=2)=[O:25])=[C:7]2[C:12]=1[CH:11]=[N:10][CH:9]=[CH:8]2, predict the reactants needed to synthesize it. The reactants are: [F:1][C:2]([F:15])([F:14])[C:3]1[C:12]2[CH:11]=[N:10][CH:9]=[CH:8][C:7]=2[C:6]([NH2:13])=[CH:5][CH:4]=1.[F:16][C:17]([F:29])([F:28])[C:18]1[CH:27]=[CH:26][C:21]([CH2:22][N:23]=[C:24]=[O:25])=[CH:20][CH:19]=1.C([O-])([O-])=O.[K+].[K+].